Dataset: Full USPTO retrosynthesis dataset with 1.9M reactions from patents (1976-2016). Task: Predict the reactants needed to synthesize the given product. (1) Given the product [CH:6]([C:5]1[CH:8]=[CH:9][C:2]2[O:1][C:19]([C:20]([O:22][CH2:23][CH3:24])=[O:21])=[CH:10][C:3]=2[CH:4]=1)=[O:7], predict the reactants needed to synthesize it. The reactants are: [OH:1][C:2]1[CH:9]=[CH:8][C:5]([CH:6]=[O:7])=[CH:4][C:3]=1[CH:10]=O.C([O-])([O-])=O.[K+].[K+].Br[CH2:19][C:20]([O:22][CH2:23][CH3:24])=[O:21]. (2) The reactants are: Cl[C:2]1[N:11]=[C:10]([N:12]2[CH2:17][CH2:16][O:15][CH2:14][CH2:13]2)[C:9]2[N:8]([CH3:18])[C:7](=[O:19])[C:6]3([CH3:24])[CH2:20][O:21][CH2:22][CH2:23][N:5]3[C:4]=2[N:3]=1.[CH3:25][NH:26][C:27]([NH:29][C:30]1[CH:35]=[CH:34][C:33](B2OC(C)(C)C(C)(C)O2)=[CH:32][CH:31]=1)=[O:28].C(=O)(O)[O-].[Na+]. Given the product [CH3:18][N:8]1[C:7](=[O:19])[C:6]2([CH3:24])[CH2:20][O:21][CH2:22][CH2:23][N:5]2[C:4]2[N:3]=[C:2]([C:33]3[CH:32]=[CH:31][C:30]([NH:29][C:27]([NH:26][CH3:25])=[O:28])=[CH:35][CH:34]=3)[N:11]=[C:10]([N:12]3[CH2:13][CH2:14][O:15][CH2:16][CH2:17]3)[C:9]1=2, predict the reactants needed to synthesize it.